This data is from Catalyst prediction with 721,799 reactions and 888 catalyst types from USPTO. The task is: Predict which catalyst facilitates the given reaction. (1) Reactant: [Cl:1][C:2]1[CH:3]=[CH:4][C:5]2[N:6]([C:8]([NH2:11])=[CH:9][N:10]=2)[N:7]=1.C(N(CC)CC)C.[C:19](Cl)(=[O:21])[CH3:20]. The catalyst class is: 2. Product: [Cl:1][C:2]1[CH:3]=[CH:4][C:5]2[N:6]([C:8]([NH:11][C:19](=[O:21])[CH3:20])=[CH:9][N:10]=2)[N:7]=1. (2) Reactant: [C:1]([C:3]1[CH:8]=[C:7]([O:9][CH3:10])[C:6]([O:11][CH2:12][C:13]2[CH:18]=[CH:17][CH:16]=[C:15]([S:19]([CH3:27])(=[N:21][C:22]([O:24][CH2:25][CH3:26])=[O:23])=[O:20])[CH:14]=2)=[CH:5][C:4]=1[N:28]=[CH:29][N:30](C)C)#[N:2].[CH:33]1(N)[CH2:35][CH2:34]1.CCCCCC.ClCCl.CO. Product: [CH:33]1([NH:2][C:1]2[C:3]3[C:4](=[CH:5][C:6]([O:11][CH2:12][C:13]4[CH:14]=[C:15]([S:19]([CH3:27])(=[N:21][C:22]([O:24][CH2:25][CH3:26])=[O:23])=[O:20])[CH:16]=[CH:17][CH:18]=4)=[C:7]([O:9][CH3:10])[CH:8]=3)[N:28]=[CH:29][N:30]=2)[CH2:35][CH2:34]1. The catalyst class is: 5. (3) Reactant: [Cl:1][C:2]1[CH:3]=[C:4]([C:8]2[C:13]3[N:14]([CH2:29][C@H:30]4[CH2:35][CH2:34][C@H:33]([CH3:36])[CH2:32][CH2:31]4)[C:15]([N:17]4[CH2:22][CH2:21][O:20][CH2:19][C@H:18]4[C:23]4[CH:28]=[CH:27][CH:26]=[CH:25][CH:24]=4)=[N:16][C:12]=3[CH:11]=[C:10]([C:37]([NH:39][NH2:40])=[O:38])[N:9]=2)[CH:5]=[N:6][CH:7]=1.[C:41](N1C=CN=C1)(N1C=CN=C1)=[O:42].N12CCCN=C1CCCCC2. Product: [Cl:1][C:2]1[CH:3]=[C:4]([C:8]2[C:13]3[N:14]([CH2:29][C@H:30]4[CH2:31][CH2:32][C@H:33]([CH3:36])[CH2:34][CH2:35]4)[C:15]([N:17]4[CH2:22][CH2:21][O:20][CH2:19][C@H:18]4[C:23]4[CH:28]=[CH:27][CH:26]=[CH:25][CH:24]=4)=[N:16][C:12]=3[CH:11]=[C:10]([C:37]3[O:38][C:41](=[O:42])[NH:40][N:39]=3)[N:9]=2)[CH:5]=[N:6][CH:7]=1. The catalyst class is: 10. (4) Reactant: [F:1][C:2]1[CH:7]=[C:6]([N+:8]([O-:10])=[O:9])[CH:5]=[C:4]([F:11])[C:3]=1[CH:12](C(OCC)=O)[C:13]([O:15]CC)=[O:14].C(O)(=O)C.S(=O)(=O)(O)O. Product: [F:1][C:2]1[CH:7]=[C:6]([N+:8]([O-:10])=[O:9])[CH:5]=[C:4]([F:11])[C:3]=1[CH2:12][C:13]([OH:15])=[O:14]. The catalyst class is: 6. (5) Reactant: [CH3:1][O:2][C:3]([C:5]1([CH2:8][NH:9][CH:10]2[CH2:14][CH2:13][CH2:12][CH2:11]2)[CH2:7][CH2:6]1)=[O:4].[Cl:15][C:16]1[N:21]=[C:20](Cl)[C:19]([N+:23]([O-:25])=[O:24])=[CH:18][N:17]=1.O.C(=O)(O)[O-].[K+]. Product: [CH3:1][O:2][C:3]([C:5]1([CH2:8][N:9]([C:18]2[C:19]([N+:23]([O-:25])=[O:24])=[CH:20][N:21]=[C:16]([Cl:15])[N:17]=2)[CH:10]2[CH2:14][CH2:13][CH2:12][CH2:11]2)[CH2:7][CH2:6]1)=[O:4]. The catalyst class is: 28. (6) Reactant: [CH2:1]([O:8][C:9]1[C:10]([C:29]([OH:31])=O)=[N:11][C:12]([CH2:16][C:17]2([C:22]3[CH:27]=[CH:26][C:25]([Cl:28])=[CH:24][CH:23]=3)[CH2:21][CH2:20][CH2:19][CH2:18]2)=[N:13][C:14]=1[OH:15])[C:2]1[CH:7]=[CH:6][CH:5]=[CH:4][CH:3]=1.[Si:32]([O:39][CH2:40][CH2:41][NH:42][CH:43]([CH3:48])[C:44]([F:47])([F:46])[F:45])([C:35]([CH3:38])([CH3:37])[CH3:36])([CH3:34])[CH3:33].O=P(Cl)(Cl)Cl.C(O)CO.C(=O)=O. Product: [CH2:1]([O:8][C:9]1[C:10]([C:29]([N:42]([CH2:41][CH2:40][O:39][Si:32]([C:35]([CH3:36])([CH3:38])[CH3:37])([CH3:34])[CH3:33])[CH:43]([CH3:48])[C:44]([F:46])([F:45])[F:47])=[O:31])=[N:11][C:12]([CH2:16][C:17]2([C:22]3[CH:23]=[CH:24][C:25]([Cl:28])=[CH:26][CH:27]=3)[CH2:21][CH2:20][CH2:19][CH2:18]2)=[N:13][C:14]=1[OH:15])[C:2]1[CH:7]=[CH:6][CH:5]=[CH:4][CH:3]=1. The catalyst class is: 228. (7) Reactant: [C:1]([O:5][C:6]([NH:8][C@@H:9]([CH2:12][C:13]1[CH:18]=[CH:17][CH:16]=[CH:15][CH:14]=1)[CH2:10][NH2:11])=[O:7])([CH3:4])([CH3:3])[CH3:2]. Product: [C:1]([O:5][C:6]([NH:8][C@@H:9]([CH2:12][C:13]1[CH:14]=[CH:15][CH:16]=[CH:17][CH:18]=1)[CH2:10][NH:11][CH2:10][C@@H:9]([NH:8][C:6]([O:5][C:1]([CH3:2])([CH3:4])[CH3:3])=[O:7])[CH2:12][C:13]1[CH:18]=[CH:17][CH:16]=[CH:15][CH:14]=1)=[O:7])([CH3:4])([CH3:2])[CH3:3]. The catalyst class is: 32. (8) Reactant: [Cl:1][C:2]1[CH:3]=[CH:4][C:5]([F:30])=[C:6]([C:8]([CH:10]2[CH2:15][CH2:14][N:13]([C:16]3[N:21]=[C:20]4[CH:22]=[N:23][CH:24]=[CH:25][C:19]4=[N:18][C:17]=3[NH:26][CH:27]3[CH2:29][CH2:28]3)[CH2:12][CH2:11]2)=[O:9])[CH:7]=1.[C:31](O)(C(F)(F)F)=O.C[Mg]Br. Product: [Cl:1][C:2]1[CH:3]=[CH:4][C:5]([F:30])=[C:6]([C:8]([CH:10]2[CH2:11][CH2:12][N:13]([C:16]3[N:21]=[C:20]4[CH:22]=[N:23][CH:24]=[CH:25][C:19]4=[N:18][C:17]=3[NH:26][CH:27]3[CH2:29][CH2:28]3)[CH2:14][CH2:15]2)([OH:9])[CH3:31])[CH:7]=1. The catalyst class is: 20. (9) Reactant: [NH2:1][C:2]1[CH:7]=[CH:6][N:5]=[CH:4][CH:3]=1.C(N(CC)C(C)C)(C)C.Cl[C:18]([O:20][C:21]1[CH:26]=[CH:25][CH:24]=[CH:23][CH:22]=1)=[O:19]. Product: [C:21]1([O:20][C:18](=[O:19])[NH:1][C:2]2[CH:7]=[CH:6][N:5]=[CH:4][CH:3]=2)[CH:26]=[CH:25][CH:24]=[CH:23][CH:22]=1. The catalyst class is: 4.